This data is from Full USPTO retrosynthesis dataset with 1.9M reactions from patents (1976-2016). The task is: Predict the reactants needed to synthesize the given product. (1) Given the product [F:12][C:7]1[CH:6]=[C:5]2[C:10]([N:11]=[C:2]([O:20][CH3:23])[C:3]3[N:4]2[C:13]([CH2:17][CH2:18][CH3:19])=[N:14][C:15]=3[CH3:16])=[CH:9][CH:8]=1, predict the reactants needed to synthesize it. The reactants are: Cl[C:2]1[C:3]2[N:4]([C:13]([CH2:17][CH2:18][CH3:19])=[N:14][C:15]=2[CH3:16])[C:5]2[C:10]([N:11]=1)=[CH:9][CH:8]=[C:7]([F:12])[CH:6]=2.[OH-:20].[K+].Cl[CH2:23]Cl.O. (2) Given the product [CH:8]1([CH2:12][N:13]([CH2:26][CH3:27])[C:14]2[C:23]([CH2:24][NH:7][C:4]3[CH:3]=[C:2]([CH3:1])[O:6][N:5]=3)=[CH:22][C:21]3[C:16](=[CH:17][CH:18]=[CH:19][CH:20]=3)[N:15]=2)[CH2:9][CH2:10][CH2:11]1, predict the reactants needed to synthesize it. The reactants are: [CH3:1][C:2]1[O:6][N:5]=[C:4]([NH2:7])[CH:3]=1.[CH:8]1([CH2:12][N:13]([CH2:26][CH3:27])[C:14]2[C:23]([CH:24]=O)=[CH:22][C:21]3[C:16](=[CH:17][CH:18]=[CH:19][CH:20]=3)[N:15]=2)[CH2:11][CH2:10][CH2:9]1.C([BH3-])#N.[Na+]. (3) Given the product [Br:1][C:2]1[CH:10]=[C:6]2[C:5]([CH:11]=[C:12]([NH:14][C:15]3[CH:19]=[C:18]([CH3:20])[NH:17][N:16]=3)[N:13]=[C:7]2[OH:8])=[CH:4][CH:3]=1, predict the reactants needed to synthesize it. The reactants are: [Br:1][C:2]1[CH:3]=[CH:4][C:5]([CH2:11][C:12]#[N:13])=[C:6]([CH:10]=1)[C:7](O)=[O:8].[NH2:14][C:15]1[CH:19]=[C:18]([CH3:20])[NH:17][N:16]=1. (4) Given the product [Cl:30][C:31]1[CH:32]=[C:33]2[C:37](=[C:38]([C@H:40]([O:42][CH2:43][C:44]3([C:50]4[CH:55]=[CH:54][C:53]([F:56])=[CH:52][CH:51]=4)[CH2:49][CH2:48][N:47]([CH3:2])[CH2:46][CH2:45]3)[CH3:41])[CH:39]=1)[NH:36][N:35]=[C:34]2[CH3:57], predict the reactants needed to synthesize it. The reactants are: Br[C:2]1C2C(=C([C@H](OCC3(C4C=CC(F)=CC=4)CCN(C)CC3)C)C=C(Br)C=2)NN=1.[Cl:30][C:31]1[CH:32]=[C:33]2[C:37](=[C:38]([C@H:40]([O:42][CH2:43][C:44]3([C:50]4[CH:55]=[CH:54][C:53]([F:56])=[CH:52][CH:51]=4)[CH2:49][CH2:48][NH:47][CH2:46][CH2:45]3)[CH3:41])[CH:39]=1)[NH:36][N:35]=[C:34]2[CH3:57]. (5) Given the product [NH2:25][CH2:26][C:27]1[CH:32]=[CH:31][C:30]([C:2]2[N:6]3[N:7]=[C:8]([NH:11][CH2:12][CH2:13][N:14]4[CH2:18][CH2:17][N:16]([C:19]([CH3:22])([CH3:21])[CH3:20])[C:15]4=[O:23])[CH:9]=[CH:10][C:5]3=[N:4][CH:3]=2)=[CH:29][CH:28]=1, predict the reactants needed to synthesize it. The reactants are: Br[C:2]1[N:6]2[N:7]=[C:8]([NH:11][CH2:12][CH2:13][N:14]3[CH2:18][CH2:17][N:16]([C:19]([CH3:22])([CH3:21])[CH3:20])[C:15]3=[O:23])[CH:9]=[CH:10][C:5]2=[N:4][CH:3]=1.Cl.[NH2:25][CH2:26][C:27]1[CH:32]=[CH:31][C:30](B(O)O)=[CH:29][CH:28]=1.C([O-])([O-])=O.[K+].[K+]. (6) Given the product [F:17][C:14]1[CH:15]=[CH:16][C:9]2[NH:8][C:7](=[O:18])[CH2:6][C:5]3[CH:4]=[N:24][C:20]([CH:21]([CH3:23])[CH3:22])=[N:25][C:11]=3[C:10]=2[CH:13]=1, predict the reactants needed to synthesize it. The reactants are: CN([CH:4]=[C:5]1[C:11](=O)[C:10]2[CH:13]=[C:14]([F:17])[CH:15]=[CH:16][C:9]=2[NH:8][C:7](=[O:18])[CH2:6]1)C.Cl.[C:20]([NH2:25])(=[NH:24])[CH:21]([CH3:23])[CH3:22].